Dataset: Full USPTO retrosynthesis dataset with 1.9M reactions from patents (1976-2016). Task: Predict the reactants needed to synthesize the given product. The reactants are: [NH2:1][C:2]1[C:10]2[C:5](=[N:6][C:7]([CH3:15])=[CH:8][C:9]=2[C:11]([F:14])([F:13])[F:12])[S:4][C:3]=1[C:16]([OH:18])=O.CN(C(ON1N=NC2C=CC=NC1=2)=[N+](C)C)C.F[P-](F)(F)(F)(F)F.CCN(C(C)C)C(C)C.[CH3:52][C:53]1[CH:58]=[CH:57][CH:56]=[CH:55][C:54]=1[CH2:59][CH2:60][NH2:61]. Given the product [NH2:1][C:2]1[C:10]2[C:5](=[N:6][C:7]([CH3:15])=[CH:8][C:9]=2[C:11]([F:12])([F:13])[F:14])[S:4][C:3]=1[C:16]([NH:61][CH2:60][CH2:59][C:54]1[CH:55]=[CH:56][CH:57]=[CH:58][C:53]=1[CH3:52])=[O:18], predict the reactants needed to synthesize it.